This data is from Forward reaction prediction with 1.9M reactions from USPTO patents (1976-2016). The task is: Predict the product of the given reaction. (1) Given the reactants C([O:8][C:9]1[CH:14]=[CH:13][C:12]([CH:15]([O:20][C:21]([CH3:24])([CH3:23])[CH3:22])[C:16]([O:18][CH3:19])=[O:17])=[C:11]([C:25]2[CH:26]=[CH:27][C:28]3[O:33][CH2:32][CH2:31][CH2:30][C:29]=3[CH:34]=2)[CH:10]=1)C1C=CC=CC=1, predict the reaction product. The product is: [O:33]1[C:28]2[CH:27]=[CH:26][C:25]([C:11]3[CH:10]=[C:9]([OH:8])[CH:14]=[CH:13][C:12]=3[CH:15]([O:20][C:21]([CH3:24])([CH3:23])[CH3:22])[C:16]([O:18][CH3:19])=[O:17])=[CH:34][C:29]=2[CH2:30][CH2:31][CH2:32]1. (2) Given the reactants [OH:1][C:2]1[CH:3]=[C:4]([CH:13]=[CH:14][C:15]=1[OH:16])[C:5]([C:7]1[CH:12]=[CH:11][CH:10]=[CH:9][CH:8]=1)=[O:6].C(=O)([O-])[O-].[Cs+].[Cs+].[CH2:23](Br)[CH:24]=[CH2:25].[CH3:27][C:28]([CH3:30])=O, predict the reaction product. The product is: [CH2:23]([O:1][C:2]1[CH:3]=[C:4]([CH:13]=[CH:14][C:15]=1[O:16][CH2:30][CH:28]=[CH2:27])[C:5]([C:7]1[CH:12]=[CH:11][CH:10]=[CH:9][CH:8]=1)=[O:6])[CH:24]=[CH2:25]. (3) Given the reactants [NH2:1][C:2]1[CH:10]=[CH:9][CH:8]=[C:7]([Cl:11])[C:3]=1[C:4]([OH:6])=O.O=S(Cl)Cl.[NH2:16][C:17]1[CH:22]=[CH:21][CH:20]=[CH:19][CH:18]=1.CCN(CC)CC, predict the reaction product. The product is: [NH2:1][C:2]1[CH:10]=[CH:9][CH:8]=[C:7]([Cl:11])[C:3]=1[C:4]([NH:16][C:17]1[CH:22]=[CH:21][CH:20]=[CH:19][CH:18]=1)=[O:6]. (4) Given the reactants [NH2:1][C:2]1[C:3]2[C:10](I)=[CH:9][N:8]([C@@H:12]3[CH2:15][C@H:14]([N:16]4[CH2:21][CH2:20][N:19]([C:22](=[O:24])[CH3:23])[CH2:18][CH2:17]4)[CH2:13]3)[C:4]=2[N:5]=[CH:6][N:7]=1.[F:25][C:26]1[CH:31]=[CH:30][C:29]([O:32][CH2:33][C@@H:34]2[CH2:38][CH2:37][CH2:36][O:35]2)=[CH:28][C:27]=1B1OC(C)(C)C(C)(C)O1.P([O-])([O-])([O-])=O.[K+].[K+].[K+].C(=O)([O-])[O-].[Na+].[Na+], predict the reaction product. The product is: [NH2:1][C:2]1[C:3]2[C:10]([C:27]3[CH:28]=[C:29]([O:32][CH2:33][C@@H:34]4[CH2:38][CH2:37][CH2:36][O:35]4)[CH:30]=[CH:31][C:26]=3[F:25])=[CH:9][N:8]([C@@H:12]3[CH2:15][C@H:14]([N:16]4[CH2:21][CH2:20][N:19]([C:22](=[O:24])[CH3:23])[CH2:18][CH2:17]4)[CH2:13]3)[C:4]=2[N:5]=[CH:6][N:7]=1.